From a dataset of Reaction yield outcomes from USPTO patents with 853,638 reactions. Predict the reaction yield, written as a fraction of the theoretical maximum amount of product (1.0 means a 100% yield; for example, 0.34 means a 34% yield). (1) The reactants are [F:1][C:2]([F:26])([F:25])[C@H:3]1[CH2:8][CH2:7][C@H:6]([NH:9][C:10](=[O:24])[C:11]2[CH:16]=[C:15]([NH2:17])[C:14]([NH2:18])=[CH:13][C:12]=2[O:19][CH2:20][CH:21]([F:23])[F:22])[CH2:5][CH2:4]1.[Cl:27][C:28]1[C:41]([N:42]=[C:43]=S)=[C:40]([Cl:45])[CH:39]=[CH:38][C:29]=1[CH2:30][NH:31][C:32](=[O:37])[C:33]([CH3:36])([CH3:35])[CH3:34].CC(C)N=C=NC(C)C. No catalyst specified. The product is [F:1][C:2]([F:25])([F:26])[C@H:3]1[CH2:8][CH2:7][C@H:6]([NH:9][C:10]([C:11]2[C:12]([O:19][CH2:20][CH:21]([F:22])[F:23])=[CH:13][C:14]3[NH:18][C:43]([NH:42][C:41]4[C:40]([Cl:45])=[CH:39][CH:38]=[C:29]([CH2:30][NH:31][C:32](=[O:37])[C:33]([CH3:34])([CH3:35])[CH3:36])[C:28]=4[Cl:27])=[N:17][C:15]=3[CH:16]=2)=[O:24])[CH2:5][CH2:4]1. The yield is 0.430. (2) The reactants are [CH3:1][O:2][C:3](=[O:24])[CH:4]([NH:16][C:17](=[O:23])[CH:18]([NH2:22])[CH2:19][O:20][CH3:21])[CH2:5][C:6]1[CH:15]=[CH:14][C:13]2[C:8](=[CH:9][CH:10]=[CH:11][CH:12]=2)[CH:7]=1.[N+:25]([C:28]1[CH:33]=[CH:32][CH:31]=[CH:30][C:29]=1[S:34](Cl)(=[O:36])=[O:35])([O-:27])=[O:26].C(N(CC)CC)C.OS([O-])(=O)=O.[K+]. The catalyst is C1COCC1.O. The product is [CH3:1][O:2][C:3](=[O:24])[CH:4]([NH:16][C:17](=[O:23])[CH:18]([NH:22][S:34]([C:29]1[CH:30]=[CH:31][CH:32]=[CH:33][C:28]=1[N+:25]([O-:27])=[O:26])(=[O:35])=[O:36])[CH2:19][O:20][CH3:21])[CH2:5][C:6]1[CH:15]=[CH:14][C:13]2[C:8](=[CH:9][CH:10]=[CH:11][CH:12]=2)[CH:7]=1. The yield is 1.00.